From a dataset of Forward reaction prediction with 1.9M reactions from USPTO patents (1976-2016). Predict the product of the given reaction. (1) Given the reactants Br[C:2]1[C:13](=[O:14])[N:12]([CH2:15][CH3:16])[C:5]2[N:6]=[C:7]([S:10][CH3:11])[N:8]=[CH:9][C:4]=2[CH:3]=1.[C:17]1(B(O)O)[CH:22]=[CH:21][CH:20]=[CH:19][CH:18]=1.[O-]P([O-])([O-])=O.[K+].[K+].[K+], predict the reaction product. The product is: [CH2:15]([N:12]1[C:5]2[N:6]=[C:7]([S:10][CH3:11])[N:8]=[CH:9][C:4]=2[CH:3]=[C:2]([C:17]2[CH:22]=[CH:21][CH:20]=[CH:19][CH:18]=2)[C:13]1=[O:14])[CH3:16]. (2) Given the reactants [Cl:1][C:2]1[CH:7]=[CH:6][C:5]([C:8]2[C:14]3[CH:15]=[CH:16][CH:17]=[CH:18][C:13]=3[N:12]3[C:19]([CH3:22])=[N:20][N:21]=[C:11]3[CH:10]([CH2:23][C:24]([OH:26])=O)[CH:9]=2)=[CH:4][CH:3]=1.[C:27]([NH:30][NH2:31])(=O)[CH3:28].C(N(CC)CC)C, predict the reaction product. The product is: [Cl:1][C:2]1[CH:7]=[CH:6][C:5]([C:8]2[C:14]3[CH:15]=[CH:16][CH:17]=[CH:18][C:13]=3[N:12]3[C:19]([CH3:22])=[N:20][N:21]=[C:11]3[C@H:10]([CH2:23][C:24]3[O:26][C:27]([CH3:28])=[N:30][N:31]=3)[CH:9]=2)=[CH:4][CH:3]=1. (3) The product is: [CH2:31]([O:33][C:34]([C:36]1[CH:40]=[C:39]([OH:8])[N:38]([C:50]2[CH:55]=[CH:54][CH:53]=[CH:52][C:51]=2[Cl:56])[N:37]=1)=[O:35])[CH3:32]. Given the reactants [H-].[Na+].[Cl-].C[Si](C)(C)CC[O:8]C[P+](C1C=CC=CC=1)(C1C=CC=CC=1)C1C=CC=CC=1.[CH2:31]([O:33][C:34]([C:36]1[C:40](C=O)=[C:39](C2C=CC(Cl)=CC=2)[N:38]([C:50]2[CH:55]=[CH:54][CH:53]=[CH:52][C:51]=2[Cl:56])[N:37]=1)=[O:35])[CH3:32].[Cl-].[NH4+], predict the reaction product. (4) Given the reactants [Si]([O:8][C@H:9]1[CH2:13][CH2:12][N:11]([CH2:14][C@@H:15]([N:28](C)[C:29](=O)OCC2C=CC=CC=2)[C:16]2[CH:21]=[CH:20][CH:19]=[C:18]([C:22]3[S:23][CH:24]=[C:25]([CH3:27])[N:26]=3)[CH:17]=2)[CH2:10]1)(C(C)(C)C)(C)C, predict the reaction product. The product is: [CH3:29][NH:28][C@@H:15]([C:16]1[CH:21]=[CH:20][CH:19]=[C:18]([C:22]2[S:23][CH:24]=[C:25]([CH3:27])[N:26]=2)[CH:17]=1)[CH2:14][N:11]1[CH2:12][CH2:13][C@H:9]([OH:8])[CH2:10]1. (5) The product is: [F:47][C:48]1[CH:74]=[C:73]([F:75])[CH:72]=[CH:71][C:49]=1[O:50][CH:51]1[CH2:52][CH2:53][N:54]([C:57]2[N:58]=[C:59]3[CH2:70][CH2:69][N:68]([C:3](=[O:4])[CH:2]([F:6])[F:1])[CH2:67][C:60]3=[N:61][C:62]=2[NH:63][CH:64]([CH3:66])[CH3:65])[CH2:55][CH2:56]1. Given the reactants [F:1][CH:2]([F:6])[C:3](O)=[O:4].CN(C(ON1N=NC2C=CC=NC1=2)=[N+](C)C)C.F[P-](F)(F)(F)(F)F.CCN(C(C)C)C(C)C.OC(C(F)(F)F)=O.[F:47][C:48]1[CH:74]=[C:73]([F:75])[CH:72]=[CH:71][C:49]=1[O:50][CH:51]1[CH2:56][CH2:55][N:54]([C:57]2[N:58]=[C:59]3[CH2:70][CH2:69][NH:68][CH2:67][C:60]3=[N:61][C:62]=2[NH:63][CH:64]([CH3:66])[CH3:65])[CH2:53][CH2:52]1, predict the reaction product.